From a dataset of Full USPTO retrosynthesis dataset with 1.9M reactions from patents (1976-2016). Predict the reactants needed to synthesize the given product. (1) Given the product [OH:41][CH:42]1[CH2:47][CH2:46][CH:45]([O:1][C:2]2[CH:3]=[CH:4][C:5]([N:8]3[C:13](=[O:14])[C:12]([CH2:15][C:16]4[CH:21]=[CH:20][C:19]([C:22]5[CH:27]=[CH:26][CH:25]=[CH:24][C:23]=5[C:28]5[NH:71][C:72](=[O:73])[O:74][N:29]=5)=[CH:18][CH:17]=4)=[C:11]([CH2:30][CH2:31][CH3:32])[N:10]=[C:9]3[CH3:33])=[CH:6][CH:7]=2)[CH2:44][C:43]1([CH3:49])[CH3:50], predict the reactants needed to synthesize it. The reactants are: [OH:1][C:2]1[CH:7]=[CH:6][C:5]([N:8]2[C:13](=[O:14])[C:12]([CH2:15][C:16]3[CH:21]=[CH:20][C:19]([C:22]4[C:23]([C:28]#[N:29])=[CH:24][CH:25]=[CH:26][CH:27]=4)=[CH:18][CH:17]=3)=[C:11]([CH2:30][CH2:31][CH3:32])[N:10]=[C:9]2[CH3:33])=[CH:4][CH:3]=1.[Si]([O:41][CH:42]1[CH2:47][CH2:46][CH:45](O)[CH2:44][C:43]1([CH3:50])[CH3:49])(C(C)(C)C)(C)C.C1(P(C2C=CC=CC=2)C2C=CC=CC=2)C=CC=CC=1.[N:71]([C:72]([O:74]C(C)C)=[O:73])=[N:71][C:72]([O:74]C(C)C)=[O:73]. (2) Given the product [NH:3]1[C:4]2[CH:10]=[CH:9][CH:8]=[CH:7][C:5]=2[N:6]=[C:2]1[NH:1][C:11]([N:36]1[CH2:37][CH2:38][CH:33]([N:32]([CH2:31][C:25]2[C:24]([CH3:23])=[CH:29][C:28]([CH3:30])=[CH:27][N:26]=2)[CH2:39][C:40]2[C:45]([CH:46]([CH3:48])[CH3:47])=[CH:44][CH:43]=[CH:42][N:41]=2)[CH2:34][CH2:35]1)=[O:12], predict the reactants needed to synthesize it. The reactants are: [NH2:1][C:2]1[NH:3][C:4]2[CH:10]=[CH:9][CH:8]=[CH:7][C:5]=2[N:6]=1.[C:11](N1C=CN=C1)(N1C=CN=C1)=[O:12].[CH3:23][C:24]1[C:25]([CH2:31][N:32]([CH2:39][C:40]2[C:45]([CH:46]([CH3:48])[CH3:47])=[CH:44][CH:43]=[CH:42][N:41]=2)[CH:33]2[CH2:38][CH2:37][NH:36][CH2:35][CH2:34]2)=[N:26][CH:27]=[C:28]([CH3:30])[CH:29]=1.C([O-])(O)=O.[Na+].